From a dataset of Catalyst prediction with 721,799 reactions and 888 catalyst types from USPTO. Predict which catalyst facilitates the given reaction. (1) Reactant: [Cl:1][C:2]1[CH:3]=[C:4]([C@@H:13]2[C@@H:18]([C:19]3[CH:24]=[CH:23][C:22]([Cl:25])=[CH:21][CH:20]=3)[N:17]([CH2:26][CH:27]3[CH2:29][CH2:28]3)[C:16](=[O:30])[C@@H:15]([CH2:31][C:32]([O:34]C(C)(C)C)=[O:33])[O:14]2)[CH:5]=[C:6]([C:8]2[CH:9]=[N:10][NH:11][CH:12]=2)[CH:7]=1.ClC1C=C([C@@H]2[C@@H](C3C=CC(Cl)=CC=3)N(CC3CC3)C(=O)[C@H](CC(OC(C)(C)C)=O)O2)C=C(C2C=NNC=2)C=1.C(O)(C(F)(F)F)=O. Product: [Cl:1][C:2]1[CH:3]=[C:4]([C@@H:13]2[C@@H:18]([C:19]3[CH:24]=[CH:23][C:22]([Cl:25])=[CH:21][CH:20]=3)[N:17]([CH2:26][CH:27]3[CH2:29][CH2:28]3)[C:16](=[O:30])[C@@H:15]([CH2:31][C:32]([OH:34])=[O:33])[O:14]2)[CH:5]=[C:6]([C:8]2[CH:9]=[N:10][NH:11][CH:12]=2)[CH:7]=1. The catalyst class is: 2. (2) Reactant: [Br:1][C:2]1[CH:10]=[C:9]2[C:5]([CH2:6][C:7]([CH3:13])([CH3:12])[C:8]2=O)=[CH:4][CH:3]=1.C([SiH](CC)CC)C. Product: [Br:1][C:2]1[CH:10]=[C:9]2[C:5](=[CH:4][CH:3]=1)[CH2:6][C:7]([CH3:13])([CH3:12])[CH2:8]2. The catalyst class is: 55. (3) Reactant: Br[C:2]1[CH:3]=[C:4]([C:9]([O:11][CH3:12])=[O:10])[CH:5]=[N:6][C:7]=1[Cl:8].[C:13](=O)([O-])[O-].[K+].[K+].CB1OB(C)OB(C)O1. Product: [Cl:8][C:7]1[N:6]=[CH:5][C:4]([C:9]([O:11][CH3:12])=[O:10])=[CH:3][C:2]=1[CH3:13]. The catalyst class is: 77. (4) Reactant: [C:1]([O:5][C:6]([N:8]([C:22]([O:24][C:25]([CH3:28])([CH3:27])[CH3:26])=[O:23])[CH2:9][CH2:10][C:11]1[NH:15][N:14]=[C:13]([C:16]2[CH:21]=[CH:20][CH:19]=[CH:18][CH:17]=2)[N:12]=1)=[O:7])([CH3:4])([CH3:3])[CH3:2].[H-].[Na+].[CH2:31](Br)[C:32]1[CH:37]=[CH:36][CH:35]=[CH:34][CH:33]=1.C(OCC)(=O)C.[CH3:45][CH2:46][CH2:47][CH2:48][CH2:49][CH2:50][CH3:51]. Product: [C:25]([O:24][C:22]([N:8]([C:6]([O:5][C:1]([CH3:3])([CH3:4])[CH3:2])=[O:7])[CH2:9][CH2:10][C:11]1[N:15]([CH2:31][C:32]2[CH:37]=[CH:36][CH:35]=[CH:34][CH:33]=2)[N:14]=[C:13]([C:16]2[CH:21]=[CH:20][CH:19]=[CH:18][CH:17]=2)[N:12]=1)=[O:23])([CH3:28])([CH3:27])[CH3:26].[CH2:45]([N:15]1[C:11]([CH2:10][CH2:9][NH:8][C:6](=[O:7])[O:5][C:1]([CH3:4])([CH3:3])[CH3:2])=[N:12][C:13]([C:16]2[CH:17]=[CH:18][CH:19]=[CH:20][CH:21]=2)=[N:14]1)[C:46]1[CH:51]=[CH:50][CH:49]=[CH:48][CH:47]=1. The catalyst class is: 3. (5) Reactant: C(OC([NH:8][CH2:9][CH2:10][C:11]([CH3:15])([CH3:14])[CH2:12][OH:13])=O)(C)(C)C.[ClH:16].O1CCOCC1. Product: [ClH:16].[NH2:8][CH2:9][CH2:10][C:11]([CH3:15])([CH3:14])[CH2:12][OH:13]. The catalyst class is: 27.